Dataset: Forward reaction prediction with 1.9M reactions from USPTO patents (1976-2016). Task: Predict the product of the given reaction. (1) Given the reactants Cl[C:2]1[N:7]=[N:6][C:5]([C:8]([F:11])([F:10])[F:9])=[C:4]([C:12]2[CH:17]=[CH:16][CH:15]=[CH:14][CH:13]=2)[CH:3]=1.[C:18]([N:25]1[CH2:30][CH2:29][NH:28][CH2:27][CH2:26]1)([O:20][C:21]([CH3:24])([CH3:23])[CH3:22])=[O:19].C(N(C(C)C)CC)(C)C, predict the reaction product. The product is: [C:21]([O:20][C:18]([N:25]1[CH2:30][CH2:29][N:28]([C:2]2[N:7]=[N:6][C:5]([C:8]([F:11])([F:10])[F:9])=[C:4]([C:12]3[CH:17]=[CH:16][CH:15]=[CH:14][CH:13]=3)[CH:3]=2)[CH2:27][CH2:26]1)=[O:19])([CH3:24])([CH3:22])[CH3:23]. (2) Given the reactants C(OC([N:8](C(OC(C)(C)C)=O)[C@H:9]1[CH2:13][C@@H:12]([N:14]2[CH:22]=[N:21][C:20]3[C:15]2=[N:16][C:17]([Cl:32])=[N:18][C:19]=3[NH:23][CH2:24][C:25]2[CH:30]=[CH:29][CH:28]=[C:27]([I:31])[CH:26]=2)[C@H:11]([OH:33])[C@@H:10]1[OH:34])=O)(C)(C)C.Cl, predict the reaction product. The product is: [NH2:8][C@H:9]1[CH2:13][C@@H:12]([N:14]2[CH:22]=[N:21][C:20]3[C:15]2=[N:16][C:17]([Cl:32])=[N:18][C:19]=3[NH:23][CH2:24][C:25]2[CH:30]=[CH:29][CH:28]=[C:27]([I:31])[CH:26]=2)[C@H:11]([OH:33])[C@@H:10]1[OH:34]. (3) Given the reactants C([O:8][C:9](=[O:23])[C:10]([C:21]#[N:22])=[CH:11][C:12]([CH3:20])([CH3:19])[CH2:13][CH2:14][CH2:15][CH:16]([CH3:18])[CH3:17])C1C=CC=CC=1.[H][H], predict the reaction product. The product is: [NH2:22][CH2:21][CH:10]([CH2:11][C:12]([CH3:19])([CH3:20])[CH2:13][CH2:14][CH2:15][CH:16]([CH3:17])[CH3:18])[C:9]([OH:23])=[O:8]. (4) Given the reactants COC1C=C(OC)C=CC=1C[O:6][N:7]1[C:12](=[O:13])[C:11]2[O:14][C:15]3[CH:20]=[CH:19][CH:18]=[CH:17][C:16]=3[C:10]=2[NH:9][C:8]1=[O:21].[Br:28][C:29]1[CH:30]=[C:31]([CH:34]=[CH:35][CH:36]=1)[CH2:32]Br, predict the reaction product. The product is: [Br:28][C:29]1[CH:30]=[C:31]([CH:34]=[CH:35][CH:36]=1)[CH2:32][N:9]1[C:10]2[C:16]3[CH:17]=[CH:18][CH:19]=[CH:20][C:15]=3[O:14][C:11]=2[C:12](=[O:13])[N:7]([OH:6])[C:8]1=[O:21]. (5) Given the reactants C([O:5][C:6]([NH:8][C@H:9]1[CH2:13][CH2:12][N:11]([C:14]2[CH:19]=[CH:18][C:17]([N:20]3[CH2:24][C@H:23]([CH2:25][N:26]([C:35]4[CH:39]=[CH:38][O:37][N:36]=4)C(OCC(Cl)(Cl)Cl)=O)[O:22][C:21]3=[O:40])=[CH:16][C:15]=2[F:41])[CH2:10]1)=O)(C)(C)C.Cl.Cl[CH2:44]Cl, predict the reaction product. The product is: [O:37]1[CH:38]=[CH:39][C:35]([NH:26][CH2:25][C@@H:23]2[O:22][C:21](=[O:40])[N:20]([C:17]3[CH:18]=[CH:19][C:14]([N:11]4[CH2:12][CH2:13][C@H:9]([NH:8][C:6](=[O:5])[CH3:44])[CH2:10]4)=[C:15]([F:41])[CH:16]=3)[CH2:24]2)=[N:36]1. (6) Given the reactants Br[C:2]1[CH:3]=[C:4]2[O:10][C:9]([NH:11][C:12]([O:14][C:15]([CH3:18])([CH3:17])[CH3:16])=[O:13])=[C:8]([C:19]([O:21][CH2:22][CH3:23])=[O:20])[C:5]2=[N:6][CH:7]=1.[CH2:24]([Zn]CC)[CH3:25].CCCCCC, predict the reaction product. The product is: [C:15]([O:14][C:12]([NH:11][C:9]1[O:10][C:4]2[C:5](=[N:6][CH:7]=[C:2]([CH2:24][CH3:25])[CH:3]=2)[C:8]=1[C:19]([O:21][CH2:22][CH3:23])=[O:20])=[O:13])([CH3:18])([CH3:17])[CH3:16].